Dataset: Forward reaction prediction with 1.9M reactions from USPTO patents (1976-2016). Task: Predict the product of the given reaction. (1) The product is: [CH2:25]([S:24][C:12]1[N:11]=[C:10]([C:7]2[CH:6]=[CH:5][C:4]([CH:1]([CH3:3])[CH3:2])=[CH:9][CH:8]=2)[C:19]2[C:14](=[CH:15][CH:16]=[C:17]([O:20][CH2:21][C:22]#[CH:23])[CH:18]=2)[N:13]=1)[C:26]1[CH:31]=[CH:30][CH:29]=[CH:28][CH:27]=1. Given the reactants [CH:1]([C:4]1[CH:9]=[CH:8][C:7]([C:10]2[C:19]3[C:14](=[CH:15][CH:16]=[C:17]([O:20][CH2:21][C:22]#[CH:23])[CH:18]=3)[NH:13][C:12](=[S:24])[N:11]=2)=[CH:6][CH:5]=1)([CH3:3])[CH3:2].[CH2:25](Br)[C:26]1[CH:31]=[CH:30][CH:29]=[CH:28][CH:27]=1.CCN(C(C)C)C(C)C, predict the reaction product. (2) Given the reactants Br[C:2]1[CH:7]=[CH:6][C:5]([C:8]2[CH:13]=[CH:12][C:11]([Br:14])=[CH:10][CH:9]=2)=[CH:4][CH:3]=1.[C:15]1([NH:25][C:26]2[CH:31]=[CH:30][CH:29]=[CH:28][CH:27]=2)[C:24]2[C:19](=[CH:20][CH:21]=[CH:22][CH:23]=2)[CH:18]=[CH:17][CH:16]=1.CC(C)([O-])C.[Na+], predict the reaction product. The product is: [Br:14][C:11]1[CH:12]=[CH:13][C:8]([C:5]2[CH:6]=[CH:7][C:2]([N:25]([C:15]3[C:24]4[C:19](=[CH:20][CH:21]=[CH:22][CH:23]=4)[CH:18]=[CH:17][CH:16]=3)[C:26]3[CH:31]=[CH:30][CH:29]=[CH:28][CH:27]=3)=[CH:3][CH:4]=2)=[CH:9][CH:10]=1.